Dataset: Full USPTO retrosynthesis dataset with 1.9M reactions from patents (1976-2016). Task: Predict the reactants needed to synthesize the given product. (1) Given the product [CH3:14][O:15][C:16]1[CH:17]=[C:18]2[C:19](=[C:20]3[CH2:21][C:22]([CH3:26])([CH3:25])[O:23][C:24]=13)[C:6]([C:8]1[CH:9]=[N:10][CH:11]=[CH:12][CH:13]=1)=[N:7][C:28]([CH3:30])([CH3:29])[CH2:27]2, predict the reactants needed to synthesize it. The reactants are: S(=O)(=O)(O)O.[C:6]([C:8]1[CH:9]=[N:10][CH:11]=[CH:12][CH:13]=1)#[N:7].[CH3:14][O:15][C:16]1[C:24]2[O:23][C:22]([CH3:26])([CH3:25])[CH2:21][C:20]=2[CH:19]=[C:18]([CH:27]=[C:28]([CH3:30])[CH3:29])[CH:17]=1. (2) The reactants are: [H-].[Na+].[CH3:3][C:4]1[N:9]=[CH:8][C:7]([OH:10])=[CH:6][CH:5]=1.[CH3:11]I.O. Given the product [CH3:11][O:10][C:7]1[CH:6]=[CH:5][C:4]([CH3:3])=[N:9][CH:8]=1, predict the reactants needed to synthesize it. (3) Given the product [F:11][C:7]1[CH:8]=[C:9]([F:10])[C:2]2[S:14][C:15]([C:16]([O:18][CH3:19])=[O:17])=[CH:4][C:3]=2[CH:6]=1, predict the reactants needed to synthesize it. The reactants are: F[C:2]1[C:9]([F:10])=[CH:8][C:7]([F:11])=[CH:6][C:3]=1[CH:4]=O.[H-].[Na+].[SH:14][CH2:15][C:16]([O:18][CH3:19])=[O:17]. (4) Given the product [Cl:13][C:2]1[CH:7]=[CH:6][C:5]([S:8]([CH3:11])(=[O:10])=[O:9])=[CH:4][C:3]=1[I:12], predict the reactants needed to synthesize it. The reactants are: F[C:2]1[CH:7]=[CH:6][C:5]([S:8]([CH3:11])(=[O:10])=[O:9])=[CH:4][C:3]=1[I:12].[Cl:13]C1C=CC(S(C)(=O)=O)=CC=1N. (5) Given the product [Cl:1][C:2]1[CH:3]=[CH:4][C:5]([C@@:8]2([CH3:43])[C@:12]([C:14]3[CH:19]=[CH:18][C:17]([Cl:20])=[CH:16][CH:15]=3)([CH3:13])[N:11]([C:21]([N:54]3[CH2:55][CH2:56][N:51]([CH2:50][CH2:49][CH2:48][S:45]([CH3:44])(=[O:46])=[O:47])[CH2:52][CH2:53]3)=[O:22])[C:10]([C:24]3[CH:29]=[C:28]([S:30]([N:33]4[CH2:37][CH2:36][CH2:35][CH2:34]4)(=[O:31])=[O:32])[C:27]([Cl:38])=[CH:26][C:25]=3[O:39][CH2:40][CH2:41][CH3:42])=[N:9]2)=[CH:6][CH:7]=1, predict the reactants needed to synthesize it. The reactants are: [Cl:1][C:2]1[CH:7]=[CH:6][C:5]([C:8]2([CH3:43])[C:12]([C:14]3[CH:19]=[CH:18][C:17]([Cl:20])=[CH:16][CH:15]=3)([CH3:13])[N:11]([C:21](Cl)=[O:22])[C:10]([C:24]3[CH:29]=[C:28]([S:30]([N:33]4[CH2:37][CH2:36][CH2:35][CH2:34]4)(=[O:32])=[O:31])[C:27]([Cl:38])=[CH:26][C:25]=3[O:39][CH2:40][CH2:41][CH3:42])=[N:9]2)=[CH:4][CH:3]=1.[CH3:44][S:45]([CH2:48][CH2:49][CH2:50][N:51]1[CH2:56][CH2:55][NH:54][CH2:53][CH2:52]1)(=[O:47])=[O:46]. (6) Given the product [F:23][C:24]([F:35])([F:34])[C:25]1[CH:30]=[CH:29][C:28]([C:2]2[CH:3]=[CH:4][C:5]([N:8]3[CH2:13][CH2:12][N:11]([C:14]([O:16][CH2:17][C:18]([O:20][CH2:21][CH3:22])=[O:19])=[O:15])[CH2:10][CH2:9]3)=[N:6][CH:7]=2)=[CH:27][CH:26]=1, predict the reactants needed to synthesize it. The reactants are: Br[C:2]1[CH:3]=[CH:4][C:5]([N:8]2[CH2:13][CH2:12][N:11]([C:14]([O:16][CH2:17][C:18]([O:20][CH2:21][CH3:22])=[O:19])=[O:15])[CH2:10][CH2:9]2)=[N:6][CH:7]=1.[F:23][C:24]([F:35])([F:34])[C:25]1[CH:30]=[CH:29][C:28](B(O)O)=[CH:27][CH:26]=1.